Dataset: Full USPTO retrosynthesis dataset with 1.9M reactions from patents (1976-2016). Task: Predict the reactants needed to synthesize the given product. (1) Given the product [NH2:21][C:20]1[N:8]([CH:2]2[CH2:7][CH2:6][CH2:5][CH2:4][CH2:3]2)[N:9]=[CH:16][C:17]=1[C:18]#[N:19], predict the reactants needed to synthesize it. The reactants are: Cl.[CH:2]1([NH:8][NH2:9])[CH2:7][CH2:6][CH2:5][CH2:4][CH2:3]1.C[O-].[Na+].C(O[CH2:16][CH:17]([C:20]#[N:21])[C:18]#[N:19])C. (2) Given the product [F:3][C:4]1[CH:13]=[C:12]([CH:14]([O:16][C:17]2[CH:22]=[CH:21][CH:20]=[CH:19][CH:18]=2)[CH3:15])[CH:11]=[CH:10][C:5]=1[C:6]([OH:8])=[O:7], predict the reactants needed to synthesize it. The reactants are: [OH-].[Li+].[F:3][C:4]1[CH:13]=[C:12]([CH:14]([O:16][C:17]2[CH:22]=[CH:21][CH:20]=[CH:19][CH:18]=2)[CH3:15])[CH:11]=[CH:10][C:5]=1[C:6]([O:8]C)=[O:7]. (3) Given the product [CH2:12]([O:11][P:10]([CH:5]([C:4]1[CH:7]=[CH:8][CH:9]=[C:2]([Br:1])[CH:3]=1)[OH:6])[O:14][CH2:15][CH3:16])[CH3:13], predict the reactants needed to synthesize it. The reactants are: [Br:1][C:2]1[CH:3]=[C:4]([CH:7]=[CH:8][CH:9]=1)[CH:5]=[O:6].[PH:10](=O)([O:14][CH2:15][CH3:16])[O:11][CH2:12][CH3:13]. (4) Given the product [F:16][C:17]([F:28])([F:27])[C:18]1[CH:23]=[CH:22][CH:21]=[CH:20][C:19]=1[C:2]1[CH:7]=[CH:6][N:5]=[C:4]([C:8]#[N:9])[CH:3]=1, predict the reactants needed to synthesize it. The reactants are: Cl[C:2]1[CH:7]=[CH:6][N:5]=[C:4]([C:8]#[N:9])[CH:3]=1.C(=O)([O-])[O-].[K+].[K+].[F:16][C:17]([F:28])([F:27])[C:18]1[CH:23]=[CH:22][CH:21]=[CH:20][C:19]=1B(O)O.[Cl-].[NH4+]. (5) Given the product [CH3:17][O:18][C:19](=[O:35])[CH2:20][CH2:21][CH2:22][C:23]#[C:24][CH2:25][N:26]1[CH:27](/[CH:33]=[CH:5]/[C:4](=[O:3])[CH2:12][CH2:13][CH2:14][CH2:15][CH3:16])[CH2:28][CH2:29][CH2:30][C:31]1=[O:32], predict the reactants needed to synthesize it. The reactants are: [H-].[Na+].[O:3]=[C:4]([CH2:12][CH2:13][CH2:14][CH2:15][CH3:16])[CH2:5]P(=O)(OC)OC.[CH3:17][O:18][C:19](=[O:35])[CH2:20][CH2:21][CH2:22][C:23]#[C:24][CH2:25][N:26]1[C:31](=[O:32])[CH2:30][CH2:29][CH2:28][CH:27]1[CH:33]=O. (6) Given the product [NH2:1][C:4]1[CH:5]=[CH:6][C:7]([O:8][CH:9]2[CH2:14][CH2:13][N:12]([C:15]([O:17][C:18]([CH3:19])([CH3:20])[CH3:21])=[O:16])[CH2:11][CH2:10]2)=[CH:22][CH:23]=1, predict the reactants needed to synthesize it. The reactants are: [N+:1]([C:4]1[CH:23]=[CH:22][C:7]([O:8][CH:9]2[CH2:14][CH2:13][N:12]([C:15]([O:17][C:18]([CH3:21])([CH3:20])[CH3:19])=[O:16])[CH2:11][CH2:10]2)=[CH:6][CH:5]=1)([O-])=O.